From a dataset of Catalyst prediction with 721,799 reactions and 888 catalyst types from USPTO. Predict which catalyst facilitates the given reaction. (1) Reactant: [Br:1][C:2]1[CH:3]=[C:4]([NH:8][S:9]([C:12]2[CH:17]=[CH:16][C:15]([F:18])=[CH:14][C:13]=2[F:19])(=[O:11])=[O:10])[CH:5]=[N:6][CH:7]=1.[CH3:20]I. Product: [Br:1][C:2]1[CH:3]=[C:4]([N:8]([CH3:20])[S:9]([C:12]2[CH:17]=[CH:16][C:15]([F:18])=[CH:14][C:13]=2[F:19])(=[O:11])=[O:10])[CH:5]=[N:6][CH:7]=1. The catalyst class is: 100. (2) Reactant: [S:1]1[C:5]2[CH:6]=[CH:7][CH:8]=[CH:9][C:4]=2[N:3]=[C:2]1[C:10]1[C:11]([NH:22][C@H:23]2[C@@H:27]3[O:28][C:29]([CH3:32])([CH3:31])[O:30][C@@H:26]3[C@@H:25]([CH2:33][OH:34])[CH2:24]2)=[N:12][C:13](S(C)(=O)=O)=[N:14][C:15]=1[O:16][CH3:17].[OH-].[NH4+:36].O. Product: [NH2:36][C:13]1[N:12]=[C:11]([NH:22][C@H:23]2[C@@H:27]3[O:28][C:29]([CH3:32])([CH3:31])[O:30][C@@H:26]3[C@@H:25]([CH2:33][OH:34])[CH2:24]2)[C:10]([C:2]2[S:1][C:5]3[CH:6]=[CH:7][CH:8]=[CH:9][C:4]=3[N:3]=2)=[C:15]([O:16][CH3:17])[N:14]=1. The catalyst class is: 12.